From a dataset of Catalyst prediction with 721,799 reactions and 888 catalyst types from USPTO. Predict which catalyst facilitates the given reaction. (1) Reactant: [Cl:1][C:2]1[CH:7]=[C:6]([C:8]2[C:16]3[C:11](=[N:12][CH:13]=[CH:14][CH:15]=3)[N:10](S(C3C=CC=CC=3)(=O)=[O:18])[CH:9]=2)[N:5]=[C:4]([NH:26][C@H:27]2[CH2:32][CH2:31][C@H:30]([NH2:33])[CH2:29][CH2:28]2)[N:3]=1.[CH3:34][S:35](Cl)(=[O:37])=[O:36].CCN(C(C)C)C(C)C.[CH2:48]1[CH2:52][O:51]CC1. Product: [C:52]([O-:18])(=[O:51])[CH3:48].[NH4+:3].[Cl:1][C:2]1[CH:7]=[C:6]([C:8]2[C:16]3[C:11](=[N:12][CH:13]=[CH:14][CH:15]=3)[NH:10][CH:9]=2)[N:5]=[C:4]([NH:26][C@H:27]2[CH2:28][CH2:29][C@H:30]([NH:33][S:35]([CH3:34])(=[O:37])=[O:36])[CH2:31][CH2:32]2)[N:3]=1. The catalyst class is: 6. (2) Reactant: [NH2:1][C:2]1[NH:3][C:4](=[O:28])[C:5]2[S:10][C:9](=[O:11])[N:8]([C@H:12]3[C@H:16]([C:17]#[N:18])[CH2:15][C@@H:14]([CH2:19][O:20][Si](C(C)(C)C)(C)C)[O:13]3)[C:6]=2[N:7]=1.CCCC[N+](CCCC)(CCCC)CCCC.[F-]. Product: [NH2:1][C:2]1[NH:3][C:4](=[O:28])[C:5]2[S:10][C:9](=[O:11])[N:8]([C@H:12]3[C@H:16]([C:17]#[N:18])[CH2:15][C@@H:14]([CH2:19][OH:20])[O:13]3)[C:6]=2[N:7]=1. The catalyst class is: 1. (3) Reactant: [C:1]([O:5][C:6]([NH:8][C@H:9]([C:20]([OH:22])=O)[CH2:10][C:11]1[CH:16]=[CH:15][C:14]([N+:17]([O-:19])=[O:18])=[CH:13][CH:12]=1)=[O:7])([CH3:4])([CH3:3])[CH3:2].[CH2:23]([NH2:28])[CH2:24][CH2:25][CH2:26][CH3:27].Cl.CN(C)CCCN=C=NCC.ON1C(=O)C2C=CC=CC=2N=N1. Product: [C:1]([O:5][C:6](=[O:7])[NH:8][CH:9]([C:20](=[O:22])[NH:28][CH2:23][CH2:24][CH2:25][CH2:26][CH3:27])[CH2:10][C:11]1[CH:12]=[CH:13][C:14]([N+:17]([O-:19])=[O:18])=[CH:15][CH:16]=1)([CH3:2])([CH3:3])[CH3:4]. The catalyst class is: 842. (4) Reactant: C([C:9]1([O:18][CH2:17][C@:15]([C:19](=[O:26])[C:20]2[CH:25]=[CH:24][CH:23]=[CH:22][CH:21]=2)([OH:16])[C@:13]([C:27](=[O:34])[C:28]2[CH:33]=[CH:32][CH:31]=[CH:30][CH:29]=2)([OH:14])[C@@:11]1([C:35](=[O:42])[C:36]1[CH:41]=[CH:40][CH:39]=[CH:38][CH:37]=1)[OH:12])[OH:10])(=O)C1C=CC=CC=1.[BrH:43].C(O)(=O)C.ClCCl. Product: [Br:43][C:9]1([O:18][CH2:17][C@:15]([C:19](=[O:26])[C:20]2[CH:25]=[CH:24][CH:23]=[CH:22][CH:21]=2)([OH:16])[C@:13]([C:27](=[O:34])[C:28]2[CH:33]=[CH:32][CH:31]=[CH:30][CH:29]=2)([OH:14])[C@@:11]1([C:35](=[O:42])[C:36]1[CH:41]=[CH:40][CH:39]=[CH:38][CH:37]=1)[OH:12])[OH:10]. The catalyst class is: 6. (5) Reactant: [O:1]=[C:2]1[CH:7]([N:8]2[C:16](=[O:17])[C:15]3[C:10](=[CH:11][CH:12]=[CH:13][C:14]=3[OH:18])[C:9]2=[O:19])[CH2:6][CH2:5][C:4](=[O:20])[NH:3]1.C(=O)([O-])[O-].[K+].[K+].Br[CH2:28][C:29]([O:31][C:32]([CH3:35])([CH3:34])[CH3:33])=[O:30]. Product: [O:1]=[C:2]1[CH:7]([N:8]2[C:16](=[O:17])[C:15]3[C:10](=[CH:11][CH:12]=[CH:13][C:14]=3[O:18][CH2:28][C:29]([O:31][C:32]([CH3:35])([CH3:34])[CH3:33])=[O:30])[C:9]2=[O:19])[CH2:6][CH2:5][C:4](=[O:20])[NH:3]1. The catalyst class is: 31. (6) Reactant: Br[C:2]1[CH:7]=[CH:6][CH:5]=[CH:4][C:3]=1[CH3:8].ClC1C=CC=CC=1C.[NH2:17][C:18]1[CH:23]=[CH:22][CH:21]=[CH:20][CH:19]=1.CC([O-])(C)C.[Na+]. Product: [CH3:8][C:3]1[C:2]([NH:17][C:18]2[CH:23]=[CH:22][CH:21]=[CH:20][CH:19]=2)=[CH:7][CH:6]=[CH:5][CH:4]=1. The catalyst class is: 11.